From a dataset of Full USPTO retrosynthesis dataset with 1.9M reactions from patents (1976-2016). Predict the reactants needed to synthesize the given product. (1) Given the product [NH2:19][C:20]1[N:25]=[CH:24][C:23]([C:2]2[N:3]=[C:4]([N:11]3[CH2:16][CH2:15][O:14][CH:13]([CH2:17][OH:18])[CH2:12]3)[C:5]3[CH:10]=[CH:9][S:8][C:6]=3[N:7]=2)=[CH:22][N:21]=1, predict the reactants needed to synthesize it. The reactants are: Cl[C:2]1[N:3]=[C:4]([N:11]2[CH2:16][CH2:15][O:14][CH:13]([CH2:17][OH:18])[CH2:12]2)[C:5]2[CH:10]=[CH:9][S:8][C:6]=2[N:7]=1.[NH2:19][C:20]1[N:25]=[CH:24][C:23](B2OC(C)(C)C(C)(C)O2)=[CH:22][N:21]=1.CC#N.CC([O-])=O.[K+]. (2) The reactants are: [CH3:1][O:2][C:3](=[O:34])[C@@H:4]([NH:14][C:15]([C:17]1[CH:18]=[N:19][C:20]([NH:23][CH2:24][CH2:25][CH2:26][C:27]2[CH:32]=[CH:31][CH:30]=[C:29]([OH:33])[CH:28]=2)=[N:21][CH:22]=1)=[O:16])[CH2:5][NH:6][C:7]([O:9]C(C)(C)C)=O.C(O)(C(F)(F)F)=O.C(N(CC)CC)C.[S:49]1[CH:53]=[CH:52][CH:51]=[C:50]1C(O)=O.CN(C(ON1N=NC2C=CC=CC1=2)=[N+](C)C)C.F[P-](F)(F)(F)(F)F.C1C=CC2N(O)N=NC=2C=1. Given the product [CH3:1][O:2][C:3](=[O:34])[C@@H:4]([NH:14][C:15]([C:17]1[CH:22]=[N:21][C:20]([NH:23][CH2:24][CH2:25][CH2:26][C:27]2[CH:32]=[CH:31][CH:30]=[C:29]([OH:33])[CH:28]=2)=[N:19][CH:18]=1)=[O:16])[CH2:5][NH:6][C:7]([C:50]1[S:49][CH:53]=[CH:52][CH:51]=1)=[O:9], predict the reactants needed to synthesize it. (3) The reactants are: [O:1]1[CH2:6][CH2:5][CH:4]([CH2:7][NH:8][C:9]([C:11]2[C:16]([NH:17][C:18]([C:20]3[C:29]4[C:24](=[CH:25][CH:26]=[CH:27][CH:28]=4)[C:23]([CH3:30])=[CH:22][CH:21]=3)=[O:19])=[CH:15][CH:14]=[C:13]([O:31][CH2:32][CH2:33][OH:34])[N:12]=2)=[O:10])[CH2:3][CH2:2]1.BrN1[C:40](=[O:41])CCC1=O.C(OOC(=O)C1C=CC=CC=1)(=O)C1C=CC=CC=1. Given the product [O:1]1[CH2:2][CH2:3][CH:4]([CH2:7][NH:8][C:9]([C:11]2[C:16]([NH:17][C:18]([C:20]3[C:29]4[C:24](=[CH:25][CH:26]=[CH:27][CH:28]=4)[C:23]([CH2:30][O:41][CH3:40])=[CH:22][CH:21]=3)=[O:19])=[CH:15][CH:14]=[C:13]([O:31][CH2:32][CH2:33][OH:34])[N:12]=2)=[O:10])[CH2:5][CH2:6]1, predict the reactants needed to synthesize it. (4) Given the product [CH:10]1[C:11]2[C:6](=[CH:5][CH:4]=[C:3]([OH:2])[CH:12]=2)[CH:7]=[CH:8][C:9]=1[C:13]1[CH:22]=[CH:21][C:20]2[C:15](=[CH:16][CH:17]=[CH:18][CH:19]=2)[CH:14]=1, predict the reactants needed to synthesize it. The reactants are: C[O:2][C:3]1[CH:12]=[C:11]2[C:6]([CH:7]=[CH:8][C:9]([C:13]3[CH:22]=[CH:21][C:20]4[C:15](=[CH:16][CH:17]=[CH:18][CH:19]=4)[CH:14]=3)=[CH:10]2)=[CH:5][CH:4]=1.Cl.N1C=CC=CC=1.CN1CCCC1=O. (5) The reactants are: [CH:1]12[CH2:10][CH:5]3[CH2:6][CH:7]([CH2:9][CH:3]([CH2:4]3)[CH:2]1[NH:11][C:12](=[O:20])[CH2:13][N:14]1[CH2:19][CH2:18][NH:17][CH2:16][CH2:15]1)[CH2:8]2.C(=O)([O-])[O-].[Na+].[Na+].Cl[C:28]1[CH:33]=[CH:32][C:31]([Cl:34])=[CH:30][N:29]=1. Given the product [CH:1]12[CH2:10][CH:5]3[CH2:6][CH:7]([CH2:9][CH:3]([CH2:4]3)[CH:2]1[NH:11][C:12](=[O:20])[CH2:13][N:14]1[CH2:19][CH2:18][N:17]([C:28]3[CH:33]=[CH:32][C:31]([Cl:34])=[CH:30][N:29]=3)[CH2:16][CH2:15]1)[CH2:8]2, predict the reactants needed to synthesize it. (6) Given the product [Br:17][C:2]1[CH:3]=[C:4]([C:12]([O:14][CH2:20][CH3:21])=[O:13])[C:5]2[C:10]([CH3:11])=[N:9][NH:8][C:6]=2[N:7]=1, predict the reactants needed to synthesize it. The reactants are: O[C:2]1[CH:3]=[C:4]([C:12]([O-:14])=[O:13])[C:5]2[C:10]([CH3:11])=[N:9][NH:8][C:6]=2[N:7]=1.P(Br)(Br)([Br:17])=O.[C:20](#N)[CH3:21].